Predict the product of the given reaction. From a dataset of Forward reaction prediction with 1.9M reactions from USPTO patents (1976-2016). (1) Given the reactants [N+:1]([C:4]1[CH:12]=[CH:11][CH:10]=[C:9]2[C:5]=1[CH:6]=[C:7]([C:13]([O:15][CH2:16][CH3:17])=[O:14])[NH:8]2)([O-])=O, predict the reaction product. The product is: [NH2:1][C:4]1[CH:12]=[CH:11][CH:10]=[C:9]2[C:5]=1[CH:6]=[C:7]([C:13]([O:15][CH2:16][CH3:17])=[O:14])[NH:8]2. (2) Given the reactants [CH2:1]([O:3][C:4]([C:6]1[NH:7][C:8]2[C:13]([CH:14]=1)=[CH:12][C:11](B1OC(C)(C)C(C)(C)O1)=[CH:10][CH:9]=2)=[O:5])[CH3:2].I[C:25]1[CH:32]=[CH:31][C:28]([C:29]#[N:30])=[CH:27][CH:26]=1, predict the reaction product. The product is: [CH2:1]([O:3][C:4]([C:6]1[NH:7][C:8]2[C:13]([CH:14]=1)=[CH:12][C:11]([C:25]1[CH:32]=[CH:31][C:28]([C:29]#[N:30])=[CH:27][CH:26]=1)=[CH:10][CH:9]=2)=[O:5])[CH3:2]. (3) Given the reactants [CH2:1]([N:8]1[CH:13]([CH2:14][O:15][Si:16]([C:19]([CH3:22])([CH3:21])[CH3:20])([CH3:18])[CH3:17])[CH2:12][O:11][C:10]([CH2:24][CH2:25][OH:26])([CH3:23])[C:9]1=[O:27])[C:2]1[CH:7]=[CH:6][CH:5]=[CH:4][CH:3]=1.[H-].[Na+].[CH2:30](Br)[C:31]1[CH:36]=[CH:35][CH:34]=[CH:33][CH:32]=1, predict the reaction product. The product is: [CH2:1]([N:8]1[CH:13]([CH2:14][O:15][Si:16]([C:19]([CH3:20])([CH3:21])[CH3:22])([CH3:18])[CH3:17])[CH2:12][O:11][C:10]([CH2:24][CH2:25][O:26][CH2:30][C:31]2[CH:36]=[CH:35][CH:34]=[CH:33][CH:32]=2)([CH3:23])[C:9]1=[O:27])[C:2]1[CH:3]=[CH:4][CH:5]=[CH:6][CH:7]=1.